From a dataset of Full USPTO retrosynthesis dataset with 1.9M reactions from patents (1976-2016). Predict the reactants needed to synthesize the given product. (1) Given the product [CH2:1]([O:3][C:4]([C:6]1[N:7]([C@H:26]([CH3:28])[CH2:27][NH:23][C:21]([O:20][C:16]([CH3:19])([CH3:18])[CH3:17])=[O:22])[C:8]2[C:13]([CH:14]=1)=[CH:12][CH:11]=[C:10]([Br:15])[CH:9]=2)=[O:5])[CH3:2], predict the reactants needed to synthesize it. The reactants are: [CH2:1]([O:3][C:4]([C:6]1[NH:7][C:8]2[C:13]([CH:14]=1)=[CH:12][CH:11]=[C:10]([Br:15])[CH:9]=2)=[O:5])[CH3:2].[C:16]([O:20][C:21]([N:23]1[CH2:27][C@H:26]([CH3:28])OS1(=O)=O)=[O:22])([CH3:19])([CH3:18])[CH3:17]. (2) Given the product [Br:2][C:3]1[CH:4]=[C:5]([CH:8]=[CH:9][CH:10]=1)[CH2:6][NH:7][C:23]([CH:20]1[CH2:22][CH2:21]1)=[O:24], predict the reactants needed to synthesize it. The reactants are: Cl.[Br:2][C:3]1[CH:4]=[C:5]([CH:8]=[CH:9][CH:10]=1)[CH2:6][NH2:7].CCN(C(C)C)C(C)C.[CH:20]1([C:23](Cl)=[O:24])[CH2:22][CH2:21]1. (3) The reactants are: [CH:1](=O)[C:2]1[CH:7]=[CH:6][CH:5]=[CH:4][CH:3]=1.[CH3:9][O:10][C:11]1[CH:16]=[C:15]([NH2:17])[CH:14]=[CH:13][N:12]=1. Given the product [CH:1](=[N:17][C:15]1[CH:14]=[CH:13][N:12]=[C:11]([O:10][CH3:9])[CH:16]=1)[C:2]1[CH:7]=[CH:6][CH:5]=[CH:4][CH:3]=1, predict the reactants needed to synthesize it. (4) Given the product [CH2:21]([O:20][P:19]([CH2:11][C:8]1[CH:9]=[CH:10][C:5]([CH2:4][CH:3]=[C:2]([CH3:1])[CH2:13][CH2:14][CH:15]=[C:16]([CH3:18])[CH3:17])=[CH:6][CH:7]=1)(=[O:26])[O:23][CH2:24][CH3:25])[CH3:22], predict the reactants needed to synthesize it. The reactants are: [CH3:1][C:2]([CH2:13][CH2:14][CH:15]=[C:16]([CH3:18])[CH3:17])=[CH:3][CH2:4][C:5]1[CH:10]=[CH:9][C:8]([CH2:11]I)=[CH:7][CH:6]=1.[P:19]([O:26]CC)([O:23][CH2:24][CH3:25])[O:20][CH2:21][CH3:22]. (5) Given the product [SH:16][CH:15]1[N:14]([CH:1]([C:8]2[CH:13]=[CH:12][CH:11]=[CH:10][CH:9]=2)[C:2]2[CH:3]=[CH:4][CH:5]=[CH:6][CH:7]=2)[C:21](=[O:22])[CH:20]([SH:19])[N:23]([CH:26]([C:27]2[CH:28]=[CH:29][CH:30]=[CH:31][CH:32]=2)[C:33]2[CH:38]=[CH:37][CH:36]=[CH:35][CH:34]=2)[C:24]1=[O:25], predict the reactants needed to synthesize it. The reactants are: [CH:1]([N:14]1[C:21](=[O:22])[CH:20]2[N:23]([CH:26]([C:33]3[CH:38]=[CH:37][CH:36]=[CH:35][CH:34]=3)[C:27]3[CH:32]=[CH:31][CH:30]=[CH:29][CH:28]=3)[C:24](=[O:25])[CH:15]1[S:16]SS[S:19]2)([C:8]1[CH:13]=[CH:12][CH:11]=[CH:10][CH:9]=1)[C:2]1[CH:7]=[CH:6][CH:5]=[CH:4][CH:3]=1.[BH4-].[Na+]. (6) Given the product [CH3:1][O:2][C:3]1[CH:4]=[CH:5][C:6]([C:9](=[O:13])[CH2:10][C:11](=[NH:12])[NH:14][C:15]2[CH:20]=[CH:19][CH:18]=[CH:17][CH:16]=2)=[CH:7][CH:8]=1, predict the reactants needed to synthesize it. The reactants are: [CH3:1][O:2][C:3]1[CH:8]=[CH:7][C:6]([C:9](=[O:13])[CH2:10][C:11]#[N:12])=[CH:5][CH:4]=1.[NH2:14][C:15]1[CH:20]=[CH:19][CH:18]=[CH:17][CH:16]=1. (7) The reactants are: [CH2:1]([S:3]([C:6]1[CH:7]=[CH:8][C:9](F)=[C:10]([C:12]2[C:13]3[CH:22]=[CH:21][NH:20][C:14]=3[C:15](=[O:19])[N:16]([CH3:18])[CH:17]=2)[CH:11]=1)(=[O:5])=[O:4])[CH3:2].[NH:24]1[CH2:28][CH2:27][CH2:26][CH2:25]1. Given the product [CH2:1]([S:3]([C:6]1[CH:7]=[CH:8][C:9]([N:24]2[CH2:28][CH2:27][CH2:26][CH2:25]2)=[C:10]([C:12]2[C:13]3[CH:22]=[CH:21][NH:20][C:14]=3[C:15](=[O:19])[N:16]([CH3:18])[CH:17]=2)[CH:11]=1)(=[O:5])=[O:4])[CH3:2], predict the reactants needed to synthesize it.